This data is from Full USPTO retrosynthesis dataset with 1.9M reactions from patents (1976-2016). The task is: Predict the reactants needed to synthesize the given product. (1) Given the product [CH3:1][O:2][C:3](=[O:24])[CH2:4][C:5]1[CH:14]=[C:13]([OH:15])[C:12]2[C:7](=[CH:8][CH:9]=[CH:10][CH:11]=2)[CH:6]=1, predict the reactants needed to synthesize it. The reactants are: [CH3:1][O:2][C:3](=[O:24])[CH2:4][C:5]1[CH:14]=[C:13]([O:15]CC2C=CC=CC=2)[C:12]2[C:7](=[CH:8][CH:9]=[C:10](Cl)[CH:11]=2)[CH:6]=1.COC(C1C=C(OCC2C=CC=CC=2)C2C(=CC=C(F)C=2)C=1)=O. (2) Given the product [N:1]12[CH2:6][CH2:5][CH:4]([CH2:7][CH2:8]1)[C@@H:3]([O:9][C:10](=[O:66])[NH:11][C:12]1[CH:17]=[C:16]([CH2:18][CH2:19][CH2:20][O:21][C:22]3[CH:27]=[CH:26][C:25]([CH2:28][CH2:29][NH:30][CH2:31][C@H:32]([O:33][Si:34]([C:37]([CH3:38])([CH3:39])[CH3:40])([CH3:36])[CH3:35])[C:41]4[CH:50]=[CH:49][C:48]([OH:51])=[C:47]5[C:42]=4[CH:43]=[CH:44][C:45](=[O:59])[NH:46]5)=[CH:24][CH:23]=3)[CH:15]=[CH:14][C:13]=1[C:60]1[CH:61]=[CH:62][CH:63]=[CH:64][CH:65]=1)[CH2:2]2, predict the reactants needed to synthesize it. The reactants are: [N:1]12[CH2:8][CH2:7][CH:4]([CH2:5][CH2:6]1)[C@@H:3]([O:9][C:10](=[O:66])[NH:11][C:12]1[CH:17]=[C:16]([CH2:18][CH2:19][CH2:20][O:21][C:22]3[CH:27]=[CH:26][C:25]([CH2:28][CH2:29][NH:30][CH2:31][C@@H:32]([C:41]4[CH:50]=[CH:49][C:48]([O:51]CC5C=CC=CC=5)=[C:47]5[C:42]=4[CH:43]=[CH:44][C:45](=[O:59])[NH:46]5)[O:33][Si:34]([C:37]([CH3:40])([CH3:39])[CH3:38])([CH3:36])[CH3:35])=[CH:24][CH:23]=3)[CH:15]=[CH:14][C:13]=1[C:60]1[CH:65]=[CH:64][CH:63]=[CH:62][CH:61]=1)[CH2:2]2. (3) Given the product [F:26][C:18]([F:17])([F:25])[CH2:19][NH:20][C:21]([CH2:2][NH:3][C:78]([C:76]1[S:77][C:73]([C:70]2[CH2:69][C:68]([C:63]3[CH:62]=[C:61]([Cl:60])[CH:66]=[C:65]([Cl:67])[CH:64]=3)([C:82]([F:85])([F:84])[F:83])[O:72][N:71]=2)=[CH:74][C:75]=1[CH3:81])=[O:79])=[O:22], predict the reactants needed to synthesize it. The reactants are: C[CH2:2][N:3](C(C)C)C(C)C.FC(F)(F)C([O-])=O.[F:17][C:18]([F:26])([F:25])[CH2:19][NH:20][C:21]([NH2+]C)=[O:22].C1CN([P+](ON2N=NC3C=CC=CC2=3)(N2CCCC2)N2CCCC2)CC1.F[P-](F)(F)(F)(F)F.[Cl:60][C:61]1[CH:62]=[C:63]([C:68]2([C:82]([F:85])([F:84])[F:83])[O:72][N:71]=[C:70]([C:73]3[S:77][C:76]([C:78](O)=[O:79])=[C:75]([CH3:81])[CH:74]=3)[CH2:69]2)[CH:64]=[C:65]([Cl:67])[CH:66]=1. (4) Given the product [Cl:33][C:32]1[CH:31]=[CH:30][C:29]([S:34](=[O:35])(=[O:36])[NH2:37])=[CH:28][C:27]=1[NH:26][C:12]([C:11]1[CH:10]=[N:9][N:8]2[C:3]([CH:2]([F:1])[F:25])=[CH:4][C:5]([C:15]3[CH:20]=[CH:19][C:18]([C:21]([F:22])([F:23])[F:24])=[CH:17][CH:16]=3)=[N:6][C:7]=12)=[O:14], predict the reactants needed to synthesize it. The reactants are: [F:1][CH:2]([F:25])[C:3]1[N:8]2[N:9]=[CH:10][C:11]([C:12]([OH:14])=O)=[C:7]2[N:6]=[C:5]([C:15]2[CH:20]=[CH:19][C:18]([C:21]([F:24])([F:23])[F:22])=[CH:17][CH:16]=2)[CH:4]=1.[NH2:26][C:27]1[CH:28]=[C:29]([S:34]([NH2:37])(=[O:36])=[O:35])[CH:30]=[CH:31][C:32]=1[Cl:33]. (5) Given the product [ClH:22].[F:1][C:2]1[CH:3]=[CH:4][C:5]([N:8]2[CH2:13][CH2:12][NH:11][CH2:10][C:9]2=[O:21])=[CH:6][CH:7]=1, predict the reactants needed to synthesize it. The reactants are: [F:1][C:2]1[CH:7]=[CH:6][C:5]([N:8]2[CH2:13][CH2:12][N:11](C(OC(C)(C)C)=O)[CH2:10][C:9]2=[O:21])=[CH:4][CH:3]=1.[ClH:22].O1CCOCC1. (6) Given the product [NH2:24][C:20]([C@@H:21]1[C@H:6]([C:4]2[N:3]=[CH:2][S:1][CH:5]=2)[NH:7][C@:8]([CH2:16][CH:17]([CH3:19])[CH3:18])([C:9]([O:11][C:12]([CH3:13])([CH3:14])[CH3:15])=[O:10])[CH2:22]1)=[O:23], predict the reactants needed to synthesize it. The reactants are: [S:1]1[CH:5]=[C:4]([CH:6]=[N:7][CH:8]([CH2:16][CH:17]([CH3:19])[CH3:18])[C:9]([O:11][C:12]([CH3:15])([CH3:14])[CH3:13])=[O:10])[N:3]=[CH:2]1.[C:20]([NH2:24])(=[O:23])[CH:21]=[CH2:22].[Br-].[Li+].C(N(CC)CC)C.[Cl-]. (7) Given the product [CH2:18]([O:20][C:21](=[O:31])[CH:22]=[CH:23][C:24]1[CH:29]=[CH:28][CH:27]=[C:26]([NH:30][C:15]([C:3]2[CH:4]=[C:5]([C:8]3[CH:9]=[CH:10][C:11]([F:14])=[CH:12][CH:13]=3)[CH:6]=[CH:7][C:2]=2[F:1])=[O:17])[CH:25]=1)[CH3:19], predict the reactants needed to synthesize it. The reactants are: [F:1][C:2]1[CH:7]=[CH:6][C:5]([C:8]2[CH:13]=[CH:12][C:11]([F:14])=[CH:10][CH:9]=2)=[CH:4][C:3]=1[C:15]([OH:17])=O.[CH2:18]([O:20][C:21](=[O:31])[CH:22]=[CH:23][C:24]1[CH:29]=[CH:28][CH:27]=[C:26]([NH2:30])[CH:25]=1)[CH3:19]. (8) Given the product [NH2:1][C@H:4]1[CH2:9][CH2:8][N:7]([C:10]([O:12][C:13]([CH3:16])([CH3:15])[CH3:14])=[O:11])[C@@H:6]([CH3:17])[CH2:5]1, predict the reactants needed to synthesize it. The reactants are: [N:1]([C@H:4]1[CH2:9][CH2:8][N:7]([C:10]([O:12][C:13]([CH3:16])([CH3:15])[CH3:14])=[O:11])[C@@H:6]([CH3:17])[CH2:5]1)=[N+]=[N-]. (9) Given the product [Cl:25][C:20]1[CH:19]=[C:18]([C:11]2([C:14]([F:17])([F:16])[F:15])[CH2:10][C:9]([C:4]3[CH:5]=[CH:6][C:7]([F:8])=[C:2]([CH:3]=3)[C:32]#[N:33])=[N:13][CH2:12]2)[CH:23]=[C:22]([Cl:24])[CH:21]=1, predict the reactants needed to synthesize it. The reactants are: Br[C:2]1[CH:3]=[C:4]([C:9]2[CH2:10][C:11]([C:18]3[CH:23]=[C:22]([Cl:24])[CH:21]=[C:20]([Cl:25])[CH:19]=3)([C:14]([F:17])([F:16])[F:15])[CH2:12][N:13]=2)[CH:5]=[CH:6][C:7]=1[F:8].C(OCC)(=O)C.[CH3:32][N:33](C=O)C.